Task: Binary Classification. Given a T-cell receptor sequence (or CDR3 region) and an epitope sequence, predict whether binding occurs between them.. Dataset: TCR-epitope binding with 47,182 pairs between 192 epitopes and 23,139 TCRs (1) The TCR CDR3 sequence is CSVDAGYNEQFF. Result: 0 (the TCR does not bind to the epitope). The epitope is VTEHDTLLY. (2) The epitope is GTSGSPIVNR. Result: 0 (the TCR does not bind to the epitope). The TCR CDR3 sequence is CASSSPGSRSSYNEQFF. (3) The epitope is FLNGSCGSV. The TCR CDR3 sequence is CASSLWGGADTQYF. Result: 0 (the TCR does not bind to the epitope). (4) The epitope is KLGGALQAK. The TCR CDR3 sequence is CASSPPGRSSYEQYF. Result: 1 (the TCR binds to the epitope). (5) The epitope is KLPDDFTGCV. The TCR CDR3 sequence is CASSDGTFTEAFF. Result: 0 (the TCR does not bind to the epitope).